This data is from Experimentally validated miRNA-target interactions with 360,000+ pairs, plus equal number of negative samples. The task is: Binary Classification. Given a miRNA mature sequence and a target amino acid sequence, predict their likelihood of interaction. (1) The miRNA is hsa-miR-4802-5p with sequence UAUGGAGGUUCUAGACCAUGUU. The protein sequence of the target gene is MKDKRKKKDRTWAEAARLALEKHPNSPMTAKQILEVIQKEGLKETGTSPLACLNAMLHTNTRVGDGTFFKIPGKSGLYALRKEESSCPVDGTLDLVVDPDLDGAEMAEASANGEENRVCTKQVTDEVSSTRDCSLTNTAVQSKLVSSFQQHTKKALKQALRQQQKRRNGVSMMVNKTVPRVVLTPLKVSDEQSDSPSGSESKNGEADSSDKEMKHGQKSPTGKQTSQHLKRLKKSGLGHLKWTKAEDIDIETPGSILVNTNLRALINKHTFASFPQHFQQYLLLLLPEVDRQMGSDGILR.... Result: 0 (no interaction). (2) The miRNA is mmu-miR-92b-3p with sequence UAUUGCACUCGUCCCGGCCUCC. The protein sequence of the target gene is MANQVIRCKAAVAWEAGKPLSIEEIEVAPPKAHEVRIKILATAVCHTDAYTLSGADPEGCFPVILGHEGAGIVESVGEGVTKLKAGDTVIPLYIPQCGECKFCLNPKTNLCQKIRVTQGKGLMPDGTSRFTCKGKSVFHFMGTSTFSEYTVVADISVAKIDPSAPLDKVCLLGCGISTGYGAAVNTAKVEPGSTCAVFGLGGVGLAVIMGCKVAGASRIIGIDINKDKFAKAKEFGASECISPQDFSKSIQEVLVEMTDGGVDYSFECIGNVKVMRSALEAAHKGWGVSVVVGVAASGEE.... Result: 0 (no interaction). (3) The miRNA is hsa-miR-6819-5p with sequence UUGGGGUGGAGGGCCAAGGAGC. The protein sequence of the target gene is MELLTFRDVTIEFSLEEWEFLNPAQQSLYRKVMLENYRNLVSLGLTVSKPELISRLEQRQEPWNVKRHETIAKPPAMSSHYTEDLLPEQCMQDSFQKVILRRYGSCGLEDLHLRKDGENVGECKDQKEIYNGLNQCLSTLPSKIFPYNKCVKVFSKSSNLNRENIRHTTEKLFKCMQCGKVFKSHSGLSYHKIIHTEEKLCICEECGKTFKWFSYLTKHKRIHTGEKPYKCEECGKAFNWCSSLTKHKRIHTGEKPYKCEECGKAFHWCSPFVRHKKIHTGEKPYTCEDCGRAFNRHSHL.... Result: 0 (no interaction). (4) The miRNA is hsa-miR-4537 with sequence UGAGCCGAGCUGAGCUUAGCUG. The protein sequence of the target gene is MPSRLRKTRKLRGHVSHGHGRIGKHRKHPGGRGNAGGLHHHRINFDKYHPGYFGKVGMKHYHLKRNQSFCPTVNLDKLWTLVSEQTRVNAAKNKTGAAPIIDVVRSGYYKVLGKGKLPKQPVIVKAKFFSRRAEEKIKSVGGACVLVA. Result: 1 (interaction). (5) The miRNA is hsa-miR-608 with sequence AGGGGUGGUGUUGGGACAGCUCCGU. The protein sequence of the target gene is MEQTEVLKPRTLADLIRILHQLFAGDEVNVEEVQAIMEAYESDPTEWAMYAKFDQYRYTRNLVDQGNGKFNLMILCWGEGHGSSIHDHTNSHCFLKMLQGNLKETLFAWPDKKSNEMVKKSERVLRENQCAYINDSIGLHRVENISHTEPAVSLHLYSPPFDTCHAFDQRTGHKNKVTMTFHSKFGIRTPNATSGSLENN. Result: 0 (no interaction). (6) The miRNA is hsa-miR-122-3p with sequence AACGCCAUUAUCACACUAAAUA. The protein sequence of the target gene is MSVRVARVAWVRGLGASYRRGASSFPVPPPGAQGVAELLRDATGAEEEAPWAATERRMPGQCSVLLFPGQGSQVVGMGRGLLNYPRVRELYAAARRVLGYDLLELSLHGPQETLDRTVHCQPAIFVASLAAVEKLHHLQPSVIENCVAAAGFSVGEFAALVFAGAMEFAEGLYAVKIRAEAMQEASEAVPSGMLSVLGQPQSKFNFACLEAREHCKSLGIENPVCEVSNYLFPDCRVISGHQEALRFLQKNSSKFHFRRTRMLPVSGAFHTRLMEPAVEPLTQALKAVDIKKPLVSVYSN.... Result: 1 (interaction). (7) The miRNA is mmu-miR-425-5p with sequence AAUGACACGAUCACUCCCGUUGA. The protein sequence of the target gene is MCDQTFLVNVFGSCDKCFKQRALRPVFKKSQQLNYCSTCAEIMATDGLHENETLASLKSEAESLKGKLEEERAKLHDVELHQVAERVEALGQFVMKTRRTLKGHGNKVLCMDWCKDKRRIVSSSQDGKVIVWDSFTTNKEHAVTMPCTWVMACAYAPSGCAIACGGLDNKCSVYPLTFDKNENMAAKKKSVAMHTNYLSACSFTNSDMQILTASGDGTCALWDVESGQLLQSFHGHGADVLCLDLAPSETGNTFVSGGCDKKAMVWDMRSGQCVQAFETHESDVNSVRYYPSGDAFASGS.... Result: 1 (interaction). (8) The miRNA is hsa-miR-146b-3p with sequence GCCCUGUGGACUCAGUUCUGGU. The protein sequence of the target gene is MATTATPATNQGWPEDFGFRLGGSGPCFVLEVAKGSSAHAGGLRPGDQILEVEGLAVGGLSRERLVRLARRCPRVPPSLGVLPAPDGGPGPGSGPAAPTTVLRAPRCGRGLALGRELLRLAGRKRPDAVHRERRRKAQEFSRKVDEILGDQPTAKEQVFAALKQFAAEQRVDDLVWTLTLALPREACGPLLDNLRIFIPKKHRARFDEVVSQGLLGKLCRARRAQGAQRLRRSRSEERPERLLVSTRASAPPRRPDEPPPRRASLLVGGLAGPGGARRTVRVYKGNKSFGFTLRGHGPVW.... Result: 0 (no interaction). (9) The miRNA is mmu-miR-691 with sequence AUUCCUGAAGAGAGGCAGAAAA. The protein sequence of the target gene is MAARIGYYEIDRTIGKGNFAVVKRATHLVTKAKVAIKIIDKSQLDEENLKKIFREVQIMKMLCHPHIIRLYQVMETERMIYLVTEYASGGEIFDHLVAHGRMAEKEARRKFKQIVTAVYFCHCRNIVHRDLKAENLLLDANLNIKIADFGFSNLFTPGQLLKTWCGSPPYAAPELFEGKEYDGPKVDIWSLGVVLYVLVCGALPFDGSTLQNLRARVLSGKFRIPFFMSTECEHLIRHMLVLDPNKRLSMEQICRHKWMKLGDADPNFDRLIAECQQLKEERQSDPLNDDVLLAMEDMGL.... Result: 1 (interaction).